Dataset: Forward reaction prediction with 1.9M reactions from USPTO patents (1976-2016). Task: Predict the product of the given reaction. (1) Given the reactants Cl.[C:2]([C:6]1[CH:11]=[C:10]([S:12][CH:13]2[CH2:18][CH2:17][NH:16][CH2:15][CH2:14]2)[CH:9]=[C:8]([C:19]([CH3:22])([CH3:21])[CH3:20])[C:7]=1[OH:23])([CH3:5])([CH3:4])[CH3:3].C(N(CC)C(C)C)(C)C.[CH3:33][O:34][C:35]([C:37]1[N:38]([CH3:46])[C:39]([S:42](Cl)(=[O:44])=[O:43])=[CH:40][CH:41]=1)=[O:36], predict the reaction product. The product is: [CH3:33][O:34][C:35]([C:37]1[N:38]([CH3:46])[C:39]([S:42]([N:16]2[CH2:17][CH2:18][CH:13]([S:12][C:10]3[CH:9]=[C:8]([C:19]([CH3:22])([CH3:21])[CH3:20])[C:7]([OH:23])=[C:6]([C:2]([CH3:5])([CH3:4])[CH3:3])[CH:11]=3)[CH2:14][CH2:15]2)(=[O:44])=[O:43])=[CH:40][CH:41]=1)=[O:36]. (2) Given the reactants [OH-].[Na+].[CH3:3][C:4]1[C:13]([NH:14][C:15](=[O:30])[C:16]2[CH:21]=[C:20]([N:22]3[CH2:27][CH2:26][C:25](=[O:28])[CH2:24][CH2:23]3)[CH:19]=[CH:18][C:17]=2[CH3:29])=[C:12]([CH3:31])[CH:11]=[CH:10][C:5]=1[C:6]([O:8]C)=[O:7].CO, predict the reaction product. The product is: [CH3:3][C:4]1[C:13]([NH:14][C:15](=[O:30])[C:16]2[CH:21]=[C:20]([N:22]3[CH2:27][CH2:26][C:25](=[O:28])[CH2:24][CH2:23]3)[CH:19]=[CH:18][C:17]=2[CH3:29])=[C:12]([CH3:31])[CH:11]=[CH:10][C:5]=1[C:6]([OH:8])=[O:7]. (3) Given the reactants [CH2:1]([O:3][CH:4]([O:22][CH2:23][CH3:24])[CH2:5][CH2:6][CH2:7][NH:8][C:9]1[C:18]2[C:13](=[CH:14][CH:15]=[CH:16][N:17]=2)[N:12]=[CH:11][C:10]=1[N+:19]([O-])=O)[CH3:2], predict the reaction product. The product is: [CH2:23]([O:22][CH:4]([O:3][CH2:1][CH3:2])[CH2:5][CH2:6][CH2:7][NH:8][C:9]1[C:18]2[C:13](=[CH:14][CH:15]=[CH:16][N:17]=2)[N:12]=[CH:11][C:10]=1[NH2:19])[CH3:24]. (4) Given the reactants [CH2:1]([N:8]1[CH2:13][CH2:12][C:11]2([C:21]3[C:16](=[CH:17][CH:18]=[CH:19][C:20]=3[CH2:22][NH:23][CH:24]([CH3:26])[CH3:25])[N:15]([C:27]3[C:28]4[CH:35]([CH:36]([CH3:38])[CH3:37])[CH2:34][CH2:33][C:29]=4[N:30]=[CH:31][N:32]=3)[CH2:14]2)[CH2:10][CH2:9]1)[C:2]1[CH:7]=[CH:6][CH:5]=[CH:4][CH:3]=1.[CH3:39][C:40]([O:43][C:44](O[C:44]([O:43][C:40]([CH3:42])([CH3:41])[CH3:39])=[O:45])=[O:45])([CH3:42])[CH3:41], predict the reaction product. The product is: [CH2:1]([N:8]1[CH2:9][CH2:10][C:11]2([C:21]3[C:16](=[CH:17][CH:18]=[CH:19][C:20]=3[CH2:22][N:23]([CH:24]([CH3:26])[CH3:25])[C:44](=[O:45])[O:43][C:40]([CH3:42])([CH3:41])[CH3:39])[N:15]([C:27]3[C:28]4[CH:35]([CH:36]([CH3:38])[CH3:37])[CH2:34][CH2:33][C:29]=4[N:30]=[CH:31][N:32]=3)[CH2:14]2)[CH2:12][CH2:13]1)[C:2]1[CH:3]=[CH:4][CH:5]=[CH:6][CH:7]=1. (5) Given the reactants S(=O)(=O)(O)O.C(O[C:13](CC)([CH2:38]C)[C:14]1[CH:19]=[C:18]([CH:20]([CH3:22])[CH3:21])[C:17]([O:23][C:24]2[CH:29]=[CH:28][C:27]([N+:30]([O-:32])=[O:31])=[C:26]([O:33][CH3:34])[CH:25]=2)=[C:16]([CH:35]([CH3:37])[CH3:36])[CH:15]=1)(=O)CC([O-])=O.[C:42]([OH:45])(=[O:44])C, predict the reaction product. The product is: [CH:20]([C:18]1[CH:19]=[C:14]([CH:13]([CH3:38])[C:42]([OH:45])=[O:44])[CH:15]=[C:16]([CH:35]([CH3:36])[CH3:37])[C:17]=1[O:23][C:24]1[CH:29]=[CH:28][C:27]([N+:30]([O-:32])=[O:31])=[C:26]([O:33][CH3:34])[CH:25]=1)([CH3:21])[CH3:22]. (6) The product is: [Cl:1][C:2]1[S:3][C:4]([S:21]([N:24]2[C:30]3[CH:31]=[CH:32][CH:33]=[CH:34][C:29]=3[CH2:28][CH2:27][CH2:26][CH2:25]2)(=[O:23])=[O:22])=[CH:5][C:6]=1[N:7]1[C:18](=[O:20])[C:19]2[C:11](=[CH:12][CH:13]=[CH:14][C:15]=2[CH2:16][OH:17])[NH:10][C:8]1=[O:9]. Given the reactants [Cl:1][C:2]1[S:3][C:4]([S:21]([N:24]2[C:30]3[CH:31]=[CH:32][CH:33]=[CH:34][C:29]=3[CH2:28][CH2:27][CH2:26][CH2:25]2)(=[O:23])=[O:22])=[CH:5][C:6]=1[NH:7][C:8]([NH:10][C:11]1[C:19]2[C:18](=[O:20])[O:17][CH2:16][C:15]=2[CH:14]=[CH:13][CH:12]=1)=[O:9].C[O-].[Na+], predict the reaction product. (7) The product is: [CH3:40][O:39][C:37](=[O:38])[NH:1][C:2]1[CH:3]=[CH:4][C:5]([C:8]2[NH:12][C:11]([C@H:13]3[N:21]4[C:16](=[CH:17][C:18]([C:23]5[CH:28]=[C:27]([Cl:29])[CH:26]=[CH:25][C:24]=5[N:30]5[CH:34]=[C:33]([Cl:35])[N:32]=[N:31]5)=[CH:19][C:20]4=[O:22])[CH2:15][CH2:14]3)=[N:10][CH:9]=2)=[CH:6][N:7]=1. Given the reactants [NH2:1][C:2]1[N:7]=[CH:6][C:5]([C:8]2[NH:12][C:11]([C@H:13]3[N:21]4[C:16](=[CH:17][C:18]([C:23]5[CH:28]=[C:27]([Cl:29])[CH:26]=[CH:25][C:24]=5[N:30]5[CH:34]=[C:33]([Cl:35])[N:32]=[N:31]5)=[CH:19][C:20]4=[O:22])[CH2:15][CH2:14]3)=[N:10][CH:9]=2)=[CH:4][CH:3]=1.Cl[C:37]([O:39][CH3:40])=[O:38], predict the reaction product.